From a dataset of Forward reaction prediction with 1.9M reactions from USPTO patents (1976-2016). Predict the product of the given reaction. (1) Given the reactants Cl.[NH:2]1[CH2:7][CH2:6][CH:5]=[C:4]([C:8]([O:10][CH3:11])=[O:9])[CH2:3]1.[CH2:12]1[C:26]2[C:21](=[CH:22][CH:23]=[CH:24][CH:25]=2)[CH:20](Cl)[C:19]2[C:14](=[CH:15][CH:16]=[CH:17][CH:18]=2)[CH2:13]1.[I-].[Na+].C(N(CC)CC)C, predict the reaction product. The product is: [CH:15]1[C:14]2[CH2:13][CH2:12][C:26]3[CH:25]=[CH:24][CH:23]=[CH:22][C:21]=3[CH:20]([N:2]3[CH2:7][CH2:6][CH:5]=[C:4]([C:8]([O:10][CH3:11])=[O:9])[CH2:3]3)[C:19]=2[CH:18]=[CH:17][CH:16]=1. (2) Given the reactants [CH:1]1[C:2]2[C:15]3=[CH:16][C@H:17]([OH:25])[C@H:18]4[O:23][P:21]([OH:24])(=[O:22])[O:20][C@H:19]4[C@@H:14]3[NH:13][C:11](=[O:12])[C:3]=2[C:4]([OH:10])=[C:5]2[O:9][CH2:8][O:7][C:6]=12.CO.O.C([O-])(=O)C.[Mg+2:33].C([O-])(=O)C.C([O-])(=O)C, predict the reaction product. The product is: [CH:1]1[C:2]2[C:15]3=[CH:16][C@H:17]([OH:25])[C@H:18]4[O:23][P:21]([O-:24])(=[O:22])[O:20][C@H:19]4[C@@H:14]3[NH:13][C:11](=[O:12])[C:3]=2[C:4]([O-:10])=[C:5]2[O:9][CH2:8][O:7][C:6]=12.[Mg+2:33]. (3) Given the reactants [Br:1][C:2]1[CH:8]=[CH:7][CH:6]=[CH:5][C:3]=1[NH2:4].Cl.[N:10]([O-])=O.[Na+].C([O-])(=O)C.[Na+].[C:19]([CH2:21][C:22]([NH2:24])=[O:23])#[N:20], predict the reaction product. The product is: [NH2:24][C:22](=[O:23])/[C:21](/[C:19]#[N:20])=[N:10]/[NH:4][C:3]1[CH:5]=[CH:6][CH:7]=[CH:8][C:2]=1[Br:1]. (4) The product is: [F:1][C:2]1[CH:3]=[CH:4][C:5]([C:8]2[O:9][C:10]3[CH:21]=[C:20]([CH2:22][CH2:23][CH3:24])[C:19]([O:28][CH:29]([CH3:31])[CH3:30])=[CH:18][C:11]=3[C:12]=2[C:13]([O:15][CH2:16][CH3:17])=[O:14])=[CH:6][CH:7]=1. Given the reactants [F:1][C:2]1[CH:7]=[CH:6][C:5]([C:8]2[O:9][C:10]3[CH:21]=[C:20]([CH2:22][CH2:23][C:24](F)(F)F)[C:19]([O:28][CH:29]([CH3:31])[CH3:30])=[CH:18][C:11]=3[C:12]=2[C:13]([O:15][CH2:16][CH3:17])=[O:14])=[CH:4][CH:3]=1.BrC1C(OC(C)C)=CC2C(C(OCC)=O)=C(C3C=CC(F)=CC=3)OC=2C=1, predict the reaction product. (5) Given the reactants Cl[CH:2]([C:24]1[CH:29]=[CH:28][CH:27]=[CH:26][CH:25]=1)[C:3]([C:5]1[C:13]2[C:8](=[CH:9][CH:10]=[CH:11][CH:12]=2)[N:7]([CH2:14][CH2:15][NH:16][C:17](=[O:23])[O:18][C:19]([CH3:22])([CH3:21])[CH3:20])[CH:6]=1)=[O:4].[CH3:30][O:31][C:32]1[CH:33]=[C:34]([CH:36]=[CH:37][CH:38]=1)[NH2:35].CCN(C(C)C)C(C)C, predict the reaction product. The product is: [CH3:30][O:31][C:32]1[CH:33]=[C:34]([NH:35][CH:2]([C:24]2[CH:29]=[CH:28][CH:27]=[CH:26][CH:25]=2)[C:3]([C:5]2[C:13]3[C:8](=[CH:9][CH:10]=[CH:11][CH:12]=3)[N:7]([CH2:14][CH2:15][NH:16][C:17](=[O:23])[O:18][C:19]([CH3:22])([CH3:21])[CH3:20])[CH:6]=2)=[O:4])[CH:36]=[CH:37][CH:38]=1. (6) Given the reactants C(OC([NH:8][C@@H:9]([CH3:40])[C:10]([O:12][C@@H:13]1[CH2:29][C@@H:28]2[C@@:16]([CH3:39])([C@@H:17]3[C@@H:25]([CH2:26][CH2:27]2)[C@:24]2(O)[C@@:20]([CH3:38])([C@@H:21]([C:31]4[CH:32]=[CH:33][C:34](=[O:37])[O:35][CH:36]=4)[CH2:22][CH2:23]2)[CH2:19][CH2:18]3)[CH2:15][CH2:14]1)=[O:11])=O)(C)(C)C.Cl, predict the reaction product. The product is: [CH3:39][C@:16]12[CH2:15][CH2:14][C@H:13]([O:12][C:10](=[O:11])[C@@H:9]([NH2:8])[CH3:40])[CH2:29][C@H:28]1[CH2:27][CH2:26][C@@H:25]1[C@@H:17]2[CH2:18][CH2:19][C@@:20]2([CH3:38])[C:24]1=[CH:23][CH2:22][C@@H:21]2[C:31]1[CH:32]=[CH:33][C:34](=[O:37])[O:35][CH:36]=1. (7) The product is: [Cl:1][C:2]1[CH:3]=[C:4]2[C:9](=[CH:10][CH:11]=1)[CH:8]=[C:7]([S:12]([NH:15][C@H:16]1[CH2:20][CH2:19][N:18]([C@H:21]([CH3:29])[C:22](=[O:24])[N:56]3[CH2:52][CH2:51][CH2:50][CH2:55][CH2:54]3)[C:17]1=[O:30])(=[O:13])=[O:14])[CH:6]=[CH:5]2. Given the reactants [Cl:1][C:2]1[CH:3]=[C:4]2[C:9](=[CH:10][CH:11]=1)[CH:8]=[C:7]([S:12]([NH:15][C@H:16]1[CH2:20][CH2:19][N:18]([C@H:21]([CH3:29])[C:22]([O:24]C(C)(C)C)=O)[C:17]1=[O:30])(=[O:14])=[O:13])[CH:6]=[CH:5]2.FC(F)(F)C(O)=O.Cl.CN(C)CCCN=C=NCC.[CH:50]1[CH:51]=[CH:52]C2N(O)N=[N:56][C:54]=2[CH:55]=1.N1CCCCC1, predict the reaction product.